From a dataset of Forward reaction prediction with 1.9M reactions from USPTO patents (1976-2016). Predict the product of the given reaction. (1) The product is: [Cl:18][C:17]1[CH:16]=[CH:15][CH:14]=[C:13]([Cl:19])[C:12]=1[C:11]([NH:10][C:9]1[C:5]([C:3]([OH:4])=[O:2])=[N:6][S:7][CH:8]=1)=[O:20]. Given the reactants C[O:2][C:3]([C:5]1[C:9]([NH:10][C:11](=[O:20])[C:12]2[C:17]([Cl:18])=[CH:16][CH:15]=[CH:14][C:13]=2[Cl:19])=[CH:8][S:7][N:6]=1)=[O:4], predict the reaction product. (2) Given the reactants [Cl:1][C:2]1[C:6]([Cl:7])=[C:5]([C:8](O)=[O:9])[S:4][N:3]=1.C1(C)C=CC=CC=1.S(Cl)(Cl)=O, predict the reaction product. The product is: [Cl:1][C:2]1[C:6]([Cl:7])=[C:5]([CH2:8][OH:9])[S:4][N:3]=1. (3) Given the reactants [Br:1][C:2]1[S:3][C:4]([C:8]([OH:10])=O)=[C:5]([CH3:7])[N:6]=1.CN(C)CCCN=C=NCC.ON1C2C=CC=CC=2N=N1.[CH2:32]([NH2:39])[C:33]1[CH:38]=[CH:37][CH:36]=[CH:35][CH:34]=1, predict the reaction product. The product is: [CH2:32]([NH:39][C:8]([C:4]1[S:3][C:2]([Br:1])=[N:6][C:5]=1[CH3:7])=[O:10])[C:33]1[CH:38]=[CH:37][CH:36]=[CH:35][CH:34]=1. (4) Given the reactants [Cl:1][C:2]1[CH:3]=[CH:4][C:5]2[N:11]3[CH:12]=[CH:13][CH:14]=[C:10]3[C@@H:9]([CH2:15][CH2:16][N:17]3[N:21]=[N:20][C:19]([CH2:22][CH2:23][C:24]([O:26]C)=[O:25])=[N:18]3)[O:8][C@H:7]([C:28]3[CH:33]=[CH:32][CH:31]=[C:30]([O:34][CH3:35])[C:29]=3[O:36][CH3:37])[C:6]=2[CH:38]=1.C(=O)([O-])[O-].[K+].[K+], predict the reaction product. The product is: [Cl:1][C:2]1[CH:3]=[CH:4][C:5]2[N:11]3[CH:12]=[CH:13][CH:14]=[C:10]3[C@@H:9]([CH2:15][CH2:16][N:17]3[N:21]=[N:20][C:19]([CH2:22][CH2:23][C:24]([OH:26])=[O:25])=[N:18]3)[O:8][C@H:7]([C:28]3[CH:33]=[CH:32][CH:31]=[C:30]([O:34][CH3:35])[C:29]=3[O:36][CH3:37])[C:6]=2[CH:38]=1.